Dataset: Aqueous solubility values for 9,982 compounds from the AqSolDB database. Task: Regression/Classification. Given a drug SMILES string, predict its absorption, distribution, metabolism, or excretion properties. Task type varies by dataset: regression for continuous measurements (e.g., permeability, clearance, half-life) or binary classification for categorical outcomes (e.g., BBB penetration, CYP inhibition). For this dataset (solubility_aqsoldb), we predict Y. (1) The drug is NCC(O)c1ccccc1. The Y is -0.476 log mol/L. (2) The drug is Cc1ccc(S(N)(=O)=O)cc1. The Y is -1.74 log mol/L.